From a dataset of Reaction yield outcomes from USPTO patents with 853,638 reactions. Predict the reaction yield, written as a fraction of the theoretical maximum amount of product (1.0 means a 100% yield; for example, 0.34 means a 34% yield). (1) The product is [N:1]1([C:7]2[CH:8]=[CH:9][C:10]([NH:13][C:14]([C:16]3[NH:17][C:18]4[C:23]([C:24](=[O:26])[CH:25]=3)=[CH:22][C:21]([O:35][CH3:36])=[CH:20][C:19]=4[N:37]3[CH2:43][CH2:42][CH2:41][N:40]([CH3:44])[CH2:39][CH2:38]3)=[O:15])=[CH:11][CH:12]=2)[CH2:6][CH2:5][O:4][CH2:3][CH2:2]1. The catalyst is CO. The reactants are [N:1]1([C:7]2[CH:12]=[CH:11][C:10]([NH:13][C:14]([C:16]3[CH:25]=[C:24]([O:26]COCC[Si](C)(C)C)[C:23]4[C:18](=[C:19]([N:37]5[CH2:43][CH2:42][CH2:41][N:40]([CH3:44])[CH2:39][CH2:38]5)[CH:20]=[C:21]([O:35][CH3:36])[CH:22]=4)[N:17]=3)=[O:15])=[CH:9][CH:8]=2)[CH2:6][CH2:5][O:4][CH2:3][CH2:2]1.Cl.[OH-].[Na+]. The yield is 0.800. (2) The reactants are FC(F)(F)C(O)=O.[NH2:8][C:9]1[N:14]=[C:13]([N:15]2[C:19]3[CH:20]=[C:21]([Br:24])[CH:22]=[CH:23][C:18]=3[N:17]=[C:16]2[O:25][CH:26]2[CH2:29][N:28](C(OC(C)(C)C)=O)[CH2:27]2)[CH:12]=[CH:11][N:10]=1.C(N(CC)CC)C. The catalyst is ClCCl. The product is [NH:28]1[CH2:27][CH:26]([O:25][C:16]2[N:15]([C:13]3[CH:12]=[CH:11][N:10]=[C:9]([NH2:8])[N:14]=3)[C:19]3[CH:20]=[C:21]([Br:24])[CH:22]=[CH:23][C:18]=3[N:17]=2)[CH2:29]1. The yield is 0.880.